From a dataset of Catalyst prediction with 721,799 reactions and 888 catalyst types from USPTO. Predict which catalyst facilitates the given reaction. (1) Reactant: [CH3:1][NH:2][CH3:3].[BH3-]C#N.[Na+].[CH3:8][N:9]1[CH:13]=[CH:12][C:11]([NH:14][C:15]([C:17]2[CH:27]=[C:26]([O:28][C:29]3[CH:34]=[CH:33][C:32]([CH:35]=[O:36])=[CH:31][C:30]=3[F:37])[C:20]3[CH2:21][C:22]([CH3:25])([CH3:24])[O:23][C:19]=3[CH:18]=2)=[O:16])=[N:10]1. Product: [CH3:8][N:9]1[CH:13]=[CH:12][C:11]([NH:14][C:15]([C:17]2[CH:27]=[C:26]([O:28][C:29]3[CH:34]=[CH:33][C:32]([CH2:35][N:2]([CH3:3])[CH3:1])=[CH:31][C:30]=3[F:37])[C:20]3[CH2:21][C:22]([CH3:24])([CH3:25])[O:23][C:19]=3[CH:18]=2)=[O:16])=[N:10]1.[CH3:8][N:9]1[CH:13]=[CH:12][C:11]([NH:14][C:15]([C:17]2[CH:27]=[C:26]([O:28][C:29]3[CH:34]=[CH:33][C:32]([CH2:35][OH:36])=[CH:31][C:30]=3[F:37])[C:20]3[CH2:21][C:22]([CH3:25])([CH3:24])[O:23][C:19]=3[CH:18]=2)=[O:16])=[N:10]1. The catalyst class is: 5. (2) Reactant: [H-].C([Al+]CC(C)C)C(C)C.[CH2:11]([O:13][C:14]1[C:15](/[C:26](/[CH3:34])=[C:27](/[F:33])\[C:28](OCC)=[O:29])=[CH:16][C:17]2[CH:18]=[CH:19][CH2:20][C:21]([CH3:25])([CH3:24])[C:22]=2[CH:23]=1)[CH3:12]. Product: [CH2:11]([O:13][C:14]1[C:15](/[C:26](/[CH3:34])=[C:27](/[F:33])\[CH2:28][OH:29])=[CH:16][C:17]2[CH:18]=[CH:19][CH2:20][C:21]([CH3:25])([CH3:24])[C:22]=2[CH:23]=1)[CH3:12]. The catalyst class is: 1. (3) Reactant: CO[C:3]1[CH:4]=[C:5]2[C:10](=[CH:11][CH:12]=1)[N:9]=[C:8]([C:13]1[CH:20]=[CH:19][C:16]([C:17]#[N:18])=[CH:15][CH:14]=1)[CH:7]=[CH:6]2.Cl.[NH2:22][OH:23].[C:24]([O-])([O-])=O.[K+].[K+].[OH2:30]. Product: [OH:23][NH:22][C:17](=[NH:18])[C:16]1[CH:19]=[CH:20][C:13]([C:8]2[CH:7]=[CH:6][C:5]3[C:10](=[CH:11][CH:12]=[C:3]([O:30][CH3:24])[CH:4]=3)[N:9]=2)=[CH:14][CH:15]=1. The catalyst class is: 5. (4) Reactant: [CH3:1][C:2]1[CH:7]=[CH:6][N:5]=[C:4]2[CH2:8][C:9](=[O:11])[NH:10][C:3]=12.[Cl:12][C:13]1[C:14]([F:21])=[C:15]([CH:18]=[CH:19][CH:20]=1)[CH:16]=O.N1CCCCC1. Product: [Cl:12][C:13]1[C:14]([F:21])=[C:15]([CH:18]=[CH:19][CH:20]=1)/[CH:16]=[C:8]1\[C:9](=[O:11])[NH:10][C:3]2[C:4]\1=[N:5][CH:6]=[CH:7][C:2]=2[CH3:1]. The catalyst class is: 5.